From a dataset of Reaction yield outcomes from USPTO patents with 853,638 reactions. Predict the reaction yield, written as a fraction of the theoretical maximum amount of product (1.0 means a 100% yield; for example, 0.34 means a 34% yield). (1) The reactants are [CH3:1][Si:2]([CH3:28])([CH3:27])[CH2:3][CH2:4][O:5][CH2:6][N:7]1[C:11]2[N:12]=[CH:13][N:14]=[C:15]([C:16]3[CH:17]=[N:18][N:19]([CH:21]([CH2:25][CH3:26])[CH2:22][CH:23]=O)[CH:20]=3)[C:10]=2[CH:9]=[CH:8]1.C(Cl)Cl.C1(P(C2C=CC=CC=2)C2C=CC=CC=2)C=CC=CC=1.[C:51](Br)(Br)([Br:53])[Br:52]. The catalyst is O. The product is [Br:52][C:51]([Br:53])=[CH:23][CH2:22][CH:21]([N:19]1[CH:20]=[C:16]([C:15]2[C:10]3[CH:9]=[CH:8][N:7]([CH2:6][O:5][CH2:4][CH2:3][Si:2]([CH3:28])([CH3:1])[CH3:27])[C:11]=3[N:12]=[CH:13][N:14]=2)[CH:17]=[N:18]1)[CH2:25][CH3:26]. The yield is 0.100. (2) The reactants are [C:1]1([C:7]2[CH:12]=[C:11]([CH:13]3[CH2:18][NH:17][C:16](=[O:19])[NH:15][CH2:14]3)[CH:10]=[CH:9][C:8]=2[NH:20][C:21]([C:23]2[N:24](COCC[Si](C)(C)C)[CH:25]=[C:26]([C:28]#[N:29])[N:27]=2)=[O:22])[CH2:6][CH2:5][CH2:4][CH2:3][CH:2]=1.CCO.[C:41]([OH:47])([C:43]([F:46])([F:45])[F:44])=[O:42]. The catalyst is C(Cl)Cl. The product is [F:44][C:43]([F:46])([F:45])[C:41]([OH:47])=[O:42].[C:1]1([C:7]2[CH:12]=[C:11]([CH:13]3[CH2:18][NH:17][C:16](=[O:19])[NH:15][CH2:14]3)[CH:10]=[CH:9][C:8]=2[NH:20][C:21]([C:23]2[NH:24][CH:25]=[C:26]([C:28]#[N:29])[N:27]=2)=[O:22])[CH2:6][CH2:5][CH2:4][CH2:3][CH:2]=1. The yield is 0.0800. (3) The reactants are [CH2:1]([C@H:8]([NH:42]C(=O)OC(C)(C)C)[CH2:9][C@H:10]([OH:41])[C@@H:11]([NH:19][C:20](=[O:40])[C@@H:21]([N:26]1[CH2:30][CH2:29][N:28]([CH2:31][C:32]2[CH:37]=[CH:36][CH:35]=[C:34]([CH3:38])[N:33]=2)[C:27]1=[O:39])[C:22]([CH3:25])([CH3:24])[CH3:23])[CH2:12][C:13]1[CH:18]=[CH:17][CH:16]=[CH:15][CH:14]=1)[C:2]1[CH:7]=[CH:6][CH:5]=[CH:4][CH:3]=1.FC(F)(F)C(O)=O.[CH3:57][O:58][C:59]([NH:61][C@@H:62]([C:66]([CH3:69])([CH3:68])[CH3:67])[C:63]([OH:65])=O)=[O:60].CCOP(ON1N=NC2C=CC=CC=2C1=O)(OCC)=O.C(N(CC)C(C)C)(C)C. The catalyst is ClCCl.C1COCC1. The product is [CH2:1]([C@H:8]([NH:42][C:63]([C@@H:62]([NH:61][C:59](=[O:60])[O:58][CH3:57])[C:66]([CH3:69])([CH3:68])[CH3:67])=[O:65])[CH2:9][C@H:10]([OH:41])[C@@H:11]([NH:19][C:20](=[O:40])[C@@H:21]([N:26]1[CH2:30][CH2:29][N:28]([CH2:31][C:32]2[CH:37]=[CH:36][CH:35]=[C:34]([CH3:38])[N:33]=2)[C:27]1=[O:39])[C:22]([CH3:25])([CH3:24])[CH3:23])[CH2:12][C:13]1[CH:18]=[CH:17][CH:16]=[CH:15][CH:14]=1)[C:2]1[CH:3]=[CH:4][CH:5]=[CH:6][CH:7]=1. The yield is 0.230. (4) The reactants are C(OC([N:6]1[CH:10]=[C:9]([C:11]2[C:12]3[CH:19]=[CH:18][N:17]([CH2:20][O:21][CH2:22][CH2:23][Si:24]([CH3:27])([CH3:26])[CH3:25])[C:13]=3[N:14]=[CH:15][N:16]=2)[CH:8]=[N:7]1)C)C.Cl.[OH-].[Na+]. The catalyst is C1COCC1.O. The product is [NH:6]1[CH:10]=[C:9]([C:11]2[C:12]3[CH:19]=[CH:18][N:17]([CH2:20][O:21][CH2:22][CH2:23][Si:24]([CH3:27])([CH3:26])[CH3:25])[C:13]=3[N:14]=[CH:15][N:16]=2)[CH:8]=[N:7]1. The yield is 0.739. (5) The reactants are [NH2:1][C:2]1[CH:11]=[CH:10][C:5]([C:6]([O:8][CH3:9])=[O:7])=[CH:4][CH:3]=1.C([Li])CCC.I[CH2:18][CH2:19][CH2:20][CH2:21][CH3:22].C(=O)(O)[O-].[Na+]. The catalyst is O1CCCC1. The product is [CH2:18]([NH:1][C:2]1[CH:3]=[CH:4][C:5]([C:6]([O:8][CH3:9])=[O:7])=[CH:10][CH:11]=1)[CH2:19][CH2:20][CH2:21][CH3:22]. The yield is 0.230.